The task is: Predict the reactants needed to synthesize the given product.. This data is from Full USPTO retrosynthesis dataset with 1.9M reactions from patents (1976-2016). (1) The reactants are: [S:1]1[CH:5]=[CH:4][CH:3]=[C:2]1[S:6]([NH:9][C:10]1[CH:11]=[CH:12][CH:13]=[C:14]2[C:18]=1[NH:17][C:16]([C:19](=[S:21])[NH2:20])=[CH:15]2)(=[O:8])=[O:7].Cl[CH:23]([C:29](=O)[CH3:30])[C:24]([O:26][CH2:27][CH3:28])=[O:25].C(O)C.CN(C)C(=O)C. Given the product [CH3:30][C:29]1[N:20]=[C:19]([C:16]2[NH:17][C:18]3[C:14]([CH:15]=2)=[CH:13][CH:12]=[CH:11][C:10]=3[NH:9][S:6]([C:2]2[S:1][CH:5]=[CH:4][CH:3]=2)(=[O:7])=[O:8])[S:21][C:23]=1[C:24]([O:26][CH2:27][CH3:28])=[O:25], predict the reactants needed to synthesize it. (2) Given the product [C:41]([N:23]1[CH2:24][CH2:25][CH2:26][CH:21]([NH:20][C:17]2[CH:18]=[N:19][C:11]([O:10][C:9]3[CH:27]=[CH:28][C:6]([O:5][C:4]4[CH:29]=[CH:30][CH:31]=[C:2]([F:1])[CH:3]=4)=[CH:7][CH:8]=3)=[C:12]([CH:16]=2)[C:13]([NH2:15])=[O:14])[CH2:22]1)(=[O:45])/[CH:42]=[CH:43]/[CH3:44], predict the reactants needed to synthesize it. The reactants are: [F:1][C:2]1[CH:3]=[C:4]([CH:29]=[CH:30][CH:31]=1)[O:5][C:6]1[CH:28]=[CH:27][C:9]([O:10][C:11]2[N:19]=[CH:18][C:17]([NH:20][CH:21]3[CH2:26][CH2:25][CH2:24][NH:23][CH2:22]3)=[CH:16][C:12]=2[C:13]([NH2:15])=[O:14])=[CH:8][CH:7]=1.C(N(CC)C(C)C)(C)C.[C:41](Cl)(=[O:45])/[CH:42]=[CH:43]/[CH3:44]. (3) Given the product [CH3:1][C@H:2]1[CH2:7][O:6][CH2:5][CH2:4][N:3]1[C:8]1[CH:13]=[C:12]([CH2:14][S:15]([C:18]2[CH:19]=[CH:20][CH:21]=[CH:22][CH:23]=2)(=[O:17])=[O:16])[N:11]=[C:10]([C:24]2[CH:25]=[CH:26][C:27]([NH:30][C:37](=[O:38])[O:39][C:40]3[CH:45]=[CH:44][CH:43]=[CH:42][CH:41]=3)=[CH:28][CH:29]=2)[N:9]=1, predict the reactants needed to synthesize it. The reactants are: [CH3:1][C@H:2]1[CH2:7][O:6][CH2:5][CH2:4][N:3]1[C:8]1[CH:13]=[C:12]([CH2:14][S:15]([C:18]2[CH:23]=[CH:22][CH:21]=[CH:20][CH:19]=2)(=[O:17])=[O:16])[N:11]=[C:10]([C:24]2[CH:29]=[CH:28][C:27]([NH2:30])=[CH:26][CH:25]=2)[N:9]=1.C(=O)(O)[O-].[Na+].Cl[C:37]([O:39][C:40]1[CH:45]=[CH:44][CH:43]=[CH:42][CH:41]=1)=[O:38]. (4) Given the product [CH3:1][N:2]([CH3:16])[C:3]1([C:10]2[CH:15]=[CH:14][CH:13]=[CH:12][CH:11]=2)[CH2:8][CH2:7][C:6](=[N:18][OH:19])[CH2:5][CH2:4]1, predict the reactants needed to synthesize it. The reactants are: [CH3:1][N:2]([CH3:16])[C:3]1([C:10]2[CH:15]=[CH:14][CH:13]=[CH:12][CH:11]=2)[CH2:8][CH2:7][C:6](=O)[CH2:5][CH2:4]1.Cl.[NH2:18][OH:19]. (5) Given the product [ClH:14].[S:12]1[C:7]2=[N:8][CH:9]=[CH:10][CH:11]=[C:6]2[C:5]([NH2:13])=[C:4]1[NH2:1], predict the reactants needed to synthesize it. The reactants are: [N+:1]([C:4]1[S:12][C:7]2=[N:8][CH:9]=[CH:10][CH:11]=[C:6]2[C:5]=1[NH2:13])([O-])=O.[ClH:14].CCOC(C)=O. (6) Given the product [NH2:1][C:2]1[N:6]([C:7]2[CH:12]=[CH:11][CH:10]=[C:9]([Cl:13])[C:8]=2[F:14])[N:5]=[N:26][C:3]=1[C:15]([OH:17])=[O:16], predict the reactants needed to synthesize it. The reactants are: [NH2:1][C:2]1[N:6]([C:7]2[CH:12]=[CH:11][CH:10]=[C:9]([Cl:13])[C:8]=2[F:14])[N:5]=C[C:3]=1[C:15]([O:17]CC)=[O:16].C(O[N:26]=O)CC(C)C.[OH-].[Na+].CO. (7) Given the product [Cl:1][C:2]1[CH:3]=[C:4]([C:12]2[O:16][N:15]=[C:14]([C:17]3[CH:18]=[CH:19][CH:20]=[C:21]4[C:25]=3[N:24]([CH3:26])[CH:23]=[C:22]4[CH2:27][CH2:28][NH:30][C:31]3([C:34]([OH:36])=[O:35])[CH2:33][CH2:32]3)[N:13]=2)[CH:5]=[CH:6][C:7]=1[O:8][CH:9]([CH3:10])[CH3:11], predict the reactants needed to synthesize it. The reactants are: [Cl:1][C:2]1[CH:3]=[C:4]([C:12]2[O:16][N:15]=[C:14]([C:17]3[CH:18]=[CH:19][CH:20]=[C:21]4[C:25]=3[N:24]([CH3:26])[CH:23]=[C:22]4[CH2:27][CH:28]=O)[N:13]=2)[CH:5]=[CH:6][C:7]=1[O:8][CH:9]([CH3:11])[CH3:10].[NH2:30][C:31]1([C:34]([OH:36])=[O:35])[CH2:33][CH2:32]1.C(O)(=O)C.C(O[BH-](OC(=O)C)OC(=O)C)(=O)C.[Na+].